From a dataset of Reaction yield outcomes from USPTO patents with 853,638 reactions. Predict the reaction yield, written as a fraction of the theoretical maximum amount of product (1.0 means a 100% yield; for example, 0.34 means a 34% yield). The reactants are [CH:1]([C@H:4]1[NH:10][CH2:9][C:8]2[CH:11]=[CH:12][C:13]([C:15]([O:17][CH3:18])=[O:16])=[CH:14][C:7]=2[O:6][CH2:5]1)([CH3:3])[CH3:2].CN(C(ON1N=NC2C=CC=NC1=2)=[N+](C)C)C.F[P-](F)(F)(F)(F)F.[CH3:43][C:44]1([C:48](O)=[O:49])[CH2:47][CH2:46][CH2:45]1.CCN(C(C)C)C(C)C. The catalyst is CN(C=O)C.O. The product is [CH:1]([C@H:4]1[N:10]([C:48]([C:44]2([CH3:43])[CH2:47][CH2:46][CH2:45]2)=[O:49])[CH2:9][C:8]2[CH:11]=[CH:12][C:13]([C:15]([O:17][CH3:18])=[O:16])=[CH:14][C:7]=2[O:6][CH2:5]1)([CH3:3])[CH3:2]. The yield is 0.540.